Predict the product of the given reaction. From a dataset of Forward reaction prediction with 1.9M reactions from USPTO patents (1976-2016). (1) Given the reactants [OH-].[Na+].[OH:3][C:4]1[CH:9]=[CH:8][C:7](B(O)O)=[CH:6][CH:5]=1.[C:13]([O:16][CH:17]1[CH2:20][C:19](=[CH:21][C:22]([O:24][CH2:25][CH3:26])=[O:23])[CH2:18]1)(=[O:15])[CH3:14].Cl, predict the reaction product. The product is: [C:13]([O:16][CH:17]1[CH2:20][C:19]([CH2:21][C:22]([O:24][CH2:25][CH3:26])=[O:23])([C:7]2[CH:8]=[CH:9][C:4]([OH:3])=[CH:5][CH:6]=2)[CH2:18]1)(=[O:15])[CH3:14]. (2) Given the reactants [Cl:1][C:2]1[CH:7]=[CH:6][C:5]([NH:8][C:9]([NH:11][C:12]2[CH:17]=[CH:16][C:15]([CH3:18])=[C:14]([N+:19]([O-])=O)[CH:13]=2)=[O:10])=[CH:4][C:3]=1[C:22]([F:25])([F:24])[F:23].C(O)C.[Sn](Cl)(Cl)(Cl)Cl, predict the reaction product. The product is: [NH2:19][C:14]1[CH:13]=[C:12]([NH:11][C:9]([NH:8][C:5]2[CH:6]=[CH:7][C:2]([Cl:1])=[C:3]([C:22]([F:25])([F:23])[F:24])[CH:4]=2)=[O:10])[CH:17]=[CH:16][C:15]=1[CH3:18]. (3) The product is: [C:1]1([C:7](=[N:18][O:19][CH:20]2[CH2:21][CH2:22][N:23]([C:26]([O:28][C:29]([CH3:32])([CH3:31])[CH3:30])=[O:27])[CH2:24][CH2:25]2)[C:9]2[NH:17][C:12]3=[CH:13][N:14]=[CH:15][CH:16]=[C:11]3[CH:10]=2)[CH:6]=[CH:5][CH:4]=[CH:3][CH:2]=1. Given the reactants [C:1]1([C:7]([C:9]2[NH:17][C:12]3=[CH:13][N:14]=[CH:15][CH:16]=[C:11]3[CH:10]=2)=O)[CH:6]=[CH:5][CH:4]=[CH:3][CH:2]=1.[NH2:18][O:19][CH:20]1[CH2:25][CH2:24][N:23]([C:26]([O:28][C:29]([CH3:32])([CH3:31])[CH3:30])=[O:27])[CH2:22][CH2:21]1.Cl, predict the reaction product. (4) The product is: [NH2:1][C:2]1[C:7]2=[C:8]([C:25]3[CH:26]=[CH:27][C:28]4[C:32]([CH:33]=3)=[N:31][N:30]([CH2:34][C:35]3[CH:40]=[CH:39][CH:38]=[CH:37][CH:36]=3)[C:29]=4[NH2:41])[CH:9]=[C:10]([CH:11]3[CH2:16][CH2:15][N:14]([C:17](=[O:24])[CH2:18][NH:19][CH3:20])[CH2:13][CH2:12]3)[N:6]2[N:5]=[CH:4][N:3]=1. Given the reactants [NH2:1][C:2]1[C:7]2=[C:8]([C:25]3[CH:26]=[CH:27][C:28]4[C:32]([CH:33]=3)=[N:31][N:30]([CH2:34][C:35]3[CH:40]=[CH:39][CH:38]=[CH:37][CH:36]=3)[C:29]=4[NH2:41])[CH:9]=[C:10]([CH:11]3[CH2:16][CH2:15][N:14]([C:17](=[O:24])[CH2:18][N:19](C)[C:20](=O)O)[CH2:13][CH2:12]3)[N:6]2[N:5]=[CH:4][N:3]=1.FC(F)(F)C(O)=O.CCOC(C)=O, predict the reaction product. (5) Given the reactants [C:1]1([C:27]2[CH:32]=[CH:31][CH:30]=[CH:29][CH:28]=2)[CH:6]=[CH:5][C:4]([N:7](CC2C=CC=CC=2)[C:8]2[CH:13]=[CH:12][C:11]([C:14]3[CH:19]=[CH:18][CH:17]=[CH:16][CH:15]=3)=[CH:10][CH:9]=2)=[CH:3][CH:2]=1.C(Cl)(Cl)Cl.C(O)C.[H][H], predict the reaction product. The product is: [C:11]1([C:14]2[CH:15]=[CH:16][CH:17]=[CH:18][CH:19]=2)[CH:10]=[CH:9][C:8]([NH:7][C:4]2[CH:5]=[CH:6][C:1]([C:27]3[CH:32]=[CH:31][CH:30]=[CH:29][CH:28]=3)=[CH:2][CH:3]=2)=[CH:13][CH:12]=1.